From a dataset of Peptide-MHC class II binding affinity with 134,281 pairs from IEDB. Regression. Given a peptide amino acid sequence and an MHC pseudo amino acid sequence, predict their binding affinity value. This is MHC class II binding data. (1) The peptide sequence is FYREPVDQKQFKQDS. The MHC is H-2-IAb with pseudo-sequence H-2-IAb. The binding affinity (normalized) is 0.0540. (2) The peptide sequence is RSFTLASSETAVG. The MHC is DRB1_0401 with pseudo-sequence DRB1_0401. The binding affinity (normalized) is 0.638. (3) The peptide sequence is WTNTPTKWDNSFLEI. The MHC is DRB1_1101 with pseudo-sequence DRB1_1101. The binding affinity (normalized) is 0.147. (4) The peptide sequence is QPQYSKPEQPI. The MHC is HLA-DQA10201-DQB10201 with pseudo-sequence HLA-DQA10201-DQB10202. The binding affinity (normalized) is 0. (5) The peptide sequence is EAVSLLCSDKQPCNG. The MHC is HLA-DPA10301-DPB10402 with pseudo-sequence HLA-DPA10301-DPB10402. The binding affinity (normalized) is 0.197.